From a dataset of Forward reaction prediction with 1.9M reactions from USPTO patents (1976-2016). Predict the product of the given reaction. (1) The product is: [Br:1][C:2]1[C:7]([O:8][C:9]2[CH:14]=[CH:13][CH:12]=[CH:11][CH:10]=2)=[CH:6][CH:5]=[CH:4][C:3]=1[O:17][C:16]1[CH:23]=[CH:22][CH:21]=[C:19]([O:20][C:7]2[CH:6]=[CH:5][CH:4]=[C:3]([O:27][C:24]3[CH:13]=[CH:14][CH:9]=[CH:10][CH:11]=3)[C:2]=2[Br:1])[CH:18]=1. Given the reactants [Br:1][C:2]1[C:7]([O:8][C:9]2[CH:14]=[CH:13][CH:12]=[CH:11][CH:10]=2)=[CH:6][CH:5]=[CH:4][C:3]=1F.[C:16]1([CH:23]=[CH:22][CH:21]=[C:19]([OH:20])[CH:18]=1)[OH:17].[C:24](=[O:27])([O-])[O-].[K+].[K+], predict the reaction product. (2) The product is: [Br:1][C:2]1[CH:3]=[CH:4][C:5]([C:8]2[C:12]3[CH:13]=[CH:14][C:15]([O:17][CH2:18][CH2:19][CH2:20][CH2:21][N:22]([CH2:23][CH2:24][O:25][Si:37]([C:33]([CH3:36])([CH3:35])[CH3:34])([CH3:40])[CH3:39])[CH2:26][CH3:27])=[CH:16][C:11]=3[S:10][N:9]=2)=[CH:6][CH:7]=1. Given the reactants [Br:1][C:2]1[CH:7]=[CH:6][C:5]([C:8]2[C:12]3[CH:13]=[CH:14][C:15]([O:17][CH2:18][CH2:19][CH2:20][CH2:21][N:22]([CH2:26][CH3:27])[CH2:23][CH2:24][OH:25])=[CH:16][C:11]=3[S:10][N:9]=2)=[CH:4][CH:3]=1.N1C=CN=C1.[C:33]([Si:37]([CH3:40])([CH3:39])Cl)([CH3:36])([CH3:35])[CH3:34].C([O-])(O)=O.[Na+], predict the reaction product. (3) Given the reactants [C:1]([C:4]1[CH:5]=[C:6]([C:10]2[CH:15]=[CH:14][CH:13]=[CH:12][C:11]=2[NH:16][CH2:17][CH:18]2[CH2:23][CH2:22][N:21](C(OC(C)(C)C)=O)[CH2:20][CH2:19]2)[NH:7][C:8]=1[CH3:9])(=[O:3])[NH2:2].C(C1C=C(C2C=CC=CC=2NCC2CCN(C(OC(C)(C)C)=O)C2)NC=1C)(=O)N.Cl, predict the reaction product. The product is: [CH3:9][C:8]1[NH:7][C:6]([C:10]2[CH:15]=[CH:14][CH:13]=[CH:12][C:11]=2[NH:16][CH2:17][CH:18]2[CH2:23][CH2:22][NH:21][CH2:20][CH2:19]2)=[CH:5][C:4]=1[C:1]([NH2:2])=[O:3]. (4) Given the reactants [F:1][C:2]1[CH:7]=[CH:6][C:5]([C@H:8]([N:10]2[CH2:15][CH2:14][NH:13][CH2:12][CH2:11]2)[CH3:9])=[CH:4][CH:3]=1.Cl[C:17]1[CH:18]=[CH:19][C:20]2[N:21]([C:23]([C:26]([F:29])([F:28])[F:27])=[N:24][N:25]=2)[N:22]=1, predict the reaction product. The product is: [F:1][C:2]1[CH:7]=[CH:6][C:5]([C@H:8]([N:10]2[CH2:11][CH2:12][N:13]([C:17]3[CH:18]=[CH:19][C:20]4[N:21]([C:23]([C:26]([F:27])([F:29])[F:28])=[N:24][N:25]=4)[N:22]=3)[CH2:14][CH2:15]2)[CH3:9])=[CH:4][CH:3]=1. (5) Given the reactants [F:1][C:2]1([F:37])[CH2:4][C@@H:3]1[CH2:5][O:6][C:7]1[C:12]([O:13][CH3:14])=[CH:11][C:10]([C:15]2[O:16][C:17]3[CH:22]=[C:21]([O:23][CH2:24][C@@H:25]([NH:27][C:28](=O)[O:29]C(C)(C)C)[CH3:26])[N:20]=[CH:19][C:18]=3[N:35]=2)=[CH:9][C:8]=1[F:36].C(Cl)(=O)OC1C=CC([N+:46]([O-])=O)=CC=1, predict the reaction product. The product is: [F:37][C:2]1([F:1])[CH2:4][C@@H:3]1[CH2:5][O:6][C:7]1[C:12]([O:13][CH3:14])=[CH:11][C:10]([C:15]2[O:16][C:17]3[CH:22]=[C:21]([O:23][CH2:24][C@@H:25]([NH:27][C:28]([NH2:46])=[O:29])[CH3:26])[N:20]=[CH:19][C:18]=3[N:35]=2)=[CH:9][C:8]=1[F:36]. (6) Given the reactants [CH3:1][O:2][C:3]1[CH:4]=[C:5]([C:11]2([CH2:16][NH2:17])[CH2:15][CH2:14][CH2:13][CH2:12]2)[CH:6]=[CH:7][C:8]=1[O:9][CH3:10].C(N(CC)CC)C.[O:25]1[C:29]2[CH:30]=[CH:31][CH:32]=[CH:33][C:28]=2[CH:27]=[C:26]1[C:34](Cl)=[O:35], predict the reaction product. The product is: [CH3:1][O:2][C:3]1[CH:4]=[C:5]([C:11]2([CH2:16][NH:17][C:34]([C:26]3[O:25][C:29]4[CH:30]=[CH:31][CH:32]=[CH:33][C:28]=4[CH:27]=3)=[O:35])[CH2:12][CH2:13][CH2:14][CH2:15]2)[CH:6]=[CH:7][C:8]=1[O:9][CH3:10]. (7) Given the reactants [Cl:1][C:2]1[CH:3]=[CH:4][C:5]([CH2:8][O:9][C:10]2[CH:15]=[CH:14][N:13]([C:16]3[CH:17]=[N:18][C:19]([N:22]4[CH2:37][CH2:36][C:24]5([CH2:28][N:27](C(OC(C)(C)C)=O)[CH2:26][CH2:25]5)[CH2:23]4)=[CH:20][CH:21]=3)[C:12](=[O:38])[CH:11]=2)=[N:6][CH:7]=1, predict the reaction product. The product is: [Cl:1][C:2]1[CH:3]=[CH:4][C:5]([CH2:8][O:9][C:10]2[CH:15]=[CH:14][N:13]([C:16]3[CH:17]=[N:18][C:19]([N:22]4[CH2:37][CH2:36][C:24]5([CH2:25][CH2:26][NH:27][CH2:28]5)[CH2:23]4)=[CH:20][CH:21]=3)[C:12](=[O:38])[CH:11]=2)=[N:6][CH:7]=1. (8) Given the reactants [CH2:1]([O:3][C:4](=[O:22])[C:5]([CH3:21])([O:14][C:15]1[CH:20]=[CH:19][CH:18]=[CH:17][CH:16]=1)[CH2:6][C:7]1[CH:12]=[CH:11][CH:10]=[C:9]([OH:13])[CH:8]=1)[CH3:2].[CH3:23][N:24]1[CH:28]([CH2:29][CH2:30]OS(C2C=CC(C)=CC=2)(=O)=O)[CH2:27][N:26]([CH2:42][C:43]2[CH:48]=[CH:47][C:46]([C:49]([F:52])([F:51])[F:50])=[CH:45][CH:44]=2)[C:25]1=[O:53].C([O-])([O-])=O.[Cs+].[Cs+], predict the reaction product. The product is: [CH2:1]([O:3][C:4](=[O:22])[C:5]([CH3:21])([O:14][C:15]1[CH:20]=[CH:19][C:18]([C:49]([F:52])([F:51])[F:50])=[CH:17][CH:16]=1)[CH2:6][C:7]1[CH:12]=[CH:11][CH:10]=[C:9]([O:13][CH2:30][CH2:29][CH:28]2[CH2:27][N:26]([CH2:42][C:43]3[CH:48]=[CH:47][C:46]([C:49]([F:52])([F:51])[F:50])=[CH:45][CH:44]=3)[C:25](=[O:53])[N:24]2[CH3:23])[CH:8]=1)[CH3:2]. (9) Given the reactants C(=O)([O-])[O-].[K+].[K+].CN(C)C=O.[Br:12][C:13]1[CH:18]=[CH:17][C:16]([OH:19])=[CH:15][CH:14]=1.C1(C)C=CC(S(O[CH2:30][CH2:31][Cl:32])(=O)=O)=CC=1, predict the reaction product. The product is: [Br:12][C:13]1[CH:18]=[CH:17][C:16]([O:19][CH2:30][CH2:31][Cl:32])=[CH:15][CH:14]=1. (10) Given the reactants [Br:1][C:2]1[CH:3]=[C:4]([CH:8]=[CH:9][C:10]=1[O:11][CH3:12])[C:5]([OH:7])=[O:6].OS(O)(=O)=O.[CH3:18][CH2:19]O, predict the reaction product. The product is: [CH2:18]([O:6][C:5](=[O:7])[C:4]1[CH:8]=[CH:9][C:10]([O:11][CH3:12])=[C:2]([Br:1])[CH:3]=1)[CH3:19].